Dataset: Full USPTO retrosynthesis dataset with 1.9M reactions from patents (1976-2016). Task: Predict the reactants needed to synthesize the given product. (1) The reactants are: [CH2:1]([O:3][C:4]1[CH:9]=[C:8]([F:10])[CH:7]=[CH:6][C:5]=1[C:11]([F:18])([F:17])[C:12]([O:14]CC)=[O:13])[CH3:2].O.[OH-].[Li+]. Given the product [CH2:1]([O:3][C:4]1[CH:9]=[C:8]([F:10])[CH:7]=[CH:6][C:5]=1[C:11]([F:18])([F:17])[C:12]([OH:14])=[O:13])[CH3:2], predict the reactants needed to synthesize it. (2) Given the product [NH2:1][C:2]1[N:3]=[C:4]([C:32]2[CH:33]=[CH:34][CH:35]=[CH:36][C:31]=2[CH3:30])[C:5]2[CH2:11][N:10]([C:12]([O:14][C:15]([CH3:16])([CH3:17])[CH3:18])=[O:13])[CH2:9][CH2:8][C:6]=2[N:7]=1, predict the reactants needed to synthesize it. The reactants are: [NH2:1][C:2]1[N:3]=[C:4](OS(C2C=CC(C)=CC=2)(=O)=O)[C:5]2[CH2:11][N:10]([C:12]([O:14][C:15]([CH3:18])([CH3:17])[CH3:16])=[O:13])[CH2:9][CH2:8][C:6]=2[N:7]=1.[CH3:30][C:31]1[CH:36]=[CH:35][CH:34]=[CH:33][C:32]=1B(O)O.[O-]P([O-])([O-])=O.[K+].[K+].[K+].C1(P(C2CCCCC2)C2C=CC=CC=2C2C=CC=CC=2)CCCCC1.